This data is from CYP3A4 inhibition data for predicting drug metabolism from PubChem BioAssay. The task is: Regression/Classification. Given a drug SMILES string, predict its absorption, distribution, metabolism, or excretion properties. Task type varies by dataset: regression for continuous measurements (e.g., permeability, clearance, half-life) or binary classification for categorical outcomes (e.g., BBB penetration, CYP inhibition). Dataset: cyp3a4_veith. The drug is Clc1cccc(N/N=C/c2ccc(N3CCOCC3)cc2)c1. The result is 0 (non-inhibitor).